Dataset: Forward reaction prediction with 1.9M reactions from USPTO patents (1976-2016). Task: Predict the product of the given reaction. (1) Given the reactants [Cl:1][C:2]1[CH:7]=[CH:6][C:5]([OH:8])=[CH:4][N:3]=1.[C:9]([N:16]1[CH2:21][CH2:20][CH:19](O)[CH2:18][CH2:17]1)([O:11][C:12]([CH3:15])([CH3:14])[CH3:13])=[O:10].C1(P(C2C=CC=CC=2)C2C=CC=CC=2)C=CC=CC=1.CC(OC(/N=N/C(OC(C)C)=O)=O)C, predict the reaction product. The product is: [C:12]([O:11][C:9]([N:16]1[CH2:21][CH2:20][CH:19]([O:8][C:5]2[CH:4]=[N:3][C:2]([Cl:1])=[CH:7][CH:6]=2)[CH2:18][CH2:17]1)=[O:10])([CH3:15])([CH3:13])[CH3:14]. (2) Given the reactants [CH2:1]([O:3][C:4]([CH:6]1[CH2:11][CH2:10][NH:9][CH2:8][CH2:7]1)=[O:5])[CH3:2].C=O.[C:14](O)(=O)C.[BH3-]C#N.[Na+], predict the reaction product. The product is: [CH2:1]([O:3][C:4]([CH:6]1[CH2:11][CH2:10][N:9]([CH3:14])[CH2:8][CH2:7]1)=[O:5])[CH3:2].